From a dataset of Retrosynthesis with 50K atom-mapped reactions and 10 reaction types from USPTO. Predict the reactants needed to synthesize the given product. (1) Given the product Cc1nn(COCC[Si](C)(C)C)c2cc(N)ccc12, predict the reactants needed to synthesize it. The reactants are: Cc1nn(COCC[Si](C)(C)C)c2cc([N+](=O)[O-])ccc12. (2) The reactants are: C=O.CNC.O=C1c2ccccc2S(=O)(=O)c2cc(C(=O)N3CCc4ccoc4C3)ccc21. Given the product CN(C)Cc1cc2c(o1)CN(C(=O)c1ccc3c(c1)S(=O)(=O)c1ccccc1C3=O)CC2, predict the reactants needed to synthesize it.